This data is from Full USPTO retrosynthesis dataset with 1.9M reactions from patents (1976-2016). The task is: Predict the reactants needed to synthesize the given product. (1) Given the product [Cl:1][C:2]1[CH:7]=[CH:6][C:5]([C:8]2([C:12]([N:14]3[CH2:19][CH2:18][CH2:17][CH:16]([CH2:20][N:36]4[CH2:35][CH2:34][N:33]([C:28]5[CH:29]=[CH:30][CH:31]=[CH:32][C:27]=5[F:26])[CH2:38][CH2:37]4)[CH2:15]3)=[O:13])[CH2:11][CH2:10][CH2:9]2)=[CH:4][CH:3]=1, predict the reactants needed to synthesize it. The reactants are: [Cl:1][C:2]1[CH:7]=[CH:6][C:5]([C:8]2([C:12]([N:14]3[CH2:19][CH2:18][CH2:17][CH:16]([CH2:20]OS(C)(=O)=O)[CH2:15]3)=[O:13])[CH2:11][CH2:10][CH2:9]2)=[CH:4][CH:3]=1.[F:26][C:27]1[CH:32]=[CH:31][CH:30]=[CH:29][C:28]=1[N:33]1[CH2:38][CH2:37][NH:36][CH2:35][CH2:34]1.C(=O)([O-])[O-].[Cs+].[Cs+]. (2) The reactants are: [Cl:1][C:2]1[CH:7]=[CH:6][C:5]([C:8]2[C:9]3[C:25]([CH3:26])=[C:24]([CH3:27])[S:23][C:10]=3[C:11]3[C:21]([CH3:22])=[N:20][O:19][C:12]=3[C@H:13]([CH2:15][C:16](=S)[NH2:17])[N:14]=2)=[CH:4][CH:3]=1.CO[CH:30](OC)[CH2:31][NH2:32]. Given the product [NH:32]1[CH:31]=[CH:30][N:17]=[C:16]1[CH2:15][C@H:13]1[C:12]2[O:19][N:20]=[C:21]([CH3:22])[C:11]=2[C:10]2[S:23][C:24]([CH3:27])=[C:25]([CH3:26])[C:9]=2[C:8]([C:5]2[CH:6]=[CH:7][C:2]([Cl:1])=[CH:3][CH:4]=2)=[N:14]1, predict the reactants needed to synthesize it. (3) The reactants are: F[P-](F)(F)(F)(F)F.N1(OC(N(C)C)=[N+](C)C)C2C=CC=CC=2N=N1.[F:25][C:26]1[CH:34]=[CH:33][C:32]([CH2:35][C:36]2[C:45]3[C:40](=[CH:41][CH:42]=[CH:43][CH:44]=3)[C:39](=[O:46])[NH:38][N:37]=2)=[CH:31][C:27]=1[C:28]([OH:30])=O.[F:47][CH2:48][CH:49]([O:52][CH:53]1[CH2:58][CH2:57][NH:56][CH2:55][CH2:54]1)[CH2:50][F:51].C(N(CC)CC)C. Given the product [F:51][CH2:50][CH:49]([O:52][CH:53]1[CH2:54][CH2:55][N:56]([C:28]([C:27]2[CH:31]=[C:32]([CH:33]=[CH:34][C:26]=2[F:25])[CH2:35][C:36]2[C:45]3[C:40](=[CH:41][CH:42]=[CH:43][CH:44]=3)[C:39](=[O:46])[NH:38][N:37]=2)=[O:30])[CH2:57][CH2:58]1)[CH2:48][F:47], predict the reactants needed to synthesize it.